This data is from Catalyst prediction with 721,799 reactions and 888 catalyst types from USPTO. The task is: Predict which catalyst facilitates the given reaction. (1) Product: [Br:1][C:2]1[CH:7]=[CH:6][C:5]([O:8][CH2:9][CH2:10][CH2:11][N:16]2[CH2:15][CH2:14][N:13]([C:19]([O:21][C:22]([CH3:25])([CH3:24])[CH3:23])=[O:20])[CH2:18][CH2:17]2)=[CH:4][CH:3]=1. Reactant: [Br:1][C:2]1[CH:7]=[CH:6][C:5]([O:8][CH2:9][CH2:10][CH2:11]Br)=[CH:4][CH:3]=1.[N:13]1([C:19]([O:21][C:22]([CH3:25])([CH3:24])[CH3:23])=[O:20])[CH2:18][CH2:17][NH:16][CH2:15][CH2:14]1.C([O-])([O-])=O.[Cs+].[Cs+].C(OCC)(=O)C. The catalyst class is: 10. (2) Reactant: [Cl:1][C:2]1[CH:3]=[C:4]([C@H:8]([NH:10][C:11]2[N:24]=[C:14]3[C:15]([O:22][CH3:23])=[CH:16][C:17]([C:19](O)=[O:20])=[CH:18][N:13]3[N:12]=2)[CH3:9])[CH:5]=[CH:6][CH:7]=1.[CH3:25][CH:26]1[NH:33][CH2:32][CH:31]2[N:28]([CH2:29][CH2:30]2)[C:27]1=[O:34].C(N(CC)C(C)C)(C)C.CN(C(ON1N=NC2C=CC=NC1=2)=[N+](C)C)C.F[P-](F)(F)(F)(F)F. Product: [Cl:1][C:2]1[CH:3]=[C:4]([C@H:8]([NH:10][C:11]2[N:24]=[C:14]3[C:15]([O:22][CH3:23])=[CH:16][C:17]([C:19]([N:33]4[CH2:32][CH:31]5[N:28]([CH2:29][CH2:30]5)[C:27](=[O:34])[CH:26]4[CH3:25])=[O:20])=[CH:18][N:13]3[N:12]=2)[CH3:9])[CH:5]=[CH:6][CH:7]=1. The catalyst class is: 9. (3) Reactant: [O:1]1[C:5]2([CH2:10][CH2:9][NH:8][CH2:7][CH2:6]2)[O:4][CH2:3][CH2:2]1.[C:11]([C:13]1(F)[C:22]2[C:17](=[CH:18][CH:19]=[CH:20][CH:21]=2)[CH:16]=[CH:15][CH2:14]1)#[N:12]. Product: [O:1]1[C:5]2([CH2:10][CH2:9][N:8]([C:16]3[C:17]4[C:22](=[CH:21][CH:20]=[CH:19][CH:18]=4)[C:13]([C:11]#[N:12])=[CH:14][CH:15]=3)[CH2:7][CH2:6]2)[O:4][CH2:3][CH2:2]1. The catalyst class is: 1. (4) Reactant: [CH3:1][O:2][C:3]1[CH:9]=[C:8]([N:10]2[CH2:15][CH2:14][CH:13]([N:16]3[CH2:21][CH2:20][N:19]([CH3:22])[CH2:18][CH2:17]3)[CH2:12][CH2:11]2)[CH:7]=[CH:6][C:4]=1[NH2:5].[F:23][C:24]([F:29])([F:28])[C:25]([OH:27])=[O:26]. Product: [F:23][C:24]([F:29])([F:28])[C:25]([OH:27])=[O:26].[F:23][C:24]([F:29])([F:28])[C:25]([OH:27])=[O:26].[F:23][C:24]([F:29])([F:28])[C:25]([OH:27])=[O:26].[CH3:1][O:2][C:3]1[CH:9]=[C:8]([N:10]2[CH2:15][CH2:14][CH:13]([N:16]3[CH2:17][CH2:18][N:19]([CH3:22])[CH2:20][CH2:21]3)[CH2:12][CH2:11]2)[CH:7]=[CH:6][C:4]=1[NH2:5]. The catalyst class is: 32. (5) Reactant: [N:1]1([C:6]2[N:11]=[C:10]([C:12]3[CH:17]=[CH:16][C:15]([O:18][C:19]4[CH:24]=[CH:23][C:22]([F:25])=[CH:21][CH:20]=4)=[CH:14][CH:13]=3)[N:9]=[C:8]([C:26]([NH2:28])=[O:27])[CH:7]=2)[CH2:5][CH:4]=[CH:3][CH2:2]1.C1C=C(Cl)C=C(C(OO)=[O:37])C=1. Product: [CH:4]12[O:37][CH:3]1[CH2:2][N:1]([C:6]1[N:11]=[C:10]([C:12]3[CH:17]=[CH:16][C:15]([O:18][C:19]4[CH:24]=[CH:23][C:22]([F:25])=[CH:21][CH:20]=4)=[CH:14][CH:13]=3)[N:9]=[C:8]([C:26]([NH2:28])=[O:27])[CH:7]=1)[CH2:5]2. The catalyst class is: 2. (6) Reactant: C(O[C:4]([C:6]1[N:7]([NH2:18])[CH:8]=[C:9]([C:13]([O:15][CH2:16][CH3:17])=[O:14])[C:10]=1[O:11][CH3:12])=[O:5])C.CO[CH:21](OC)[CH2:22][C:23]#[N:24].CC1C=CC(S(O)(=O)=O)=CC=1.O.C1CCN2C(=NCCC2)CC1. Product: [CH2:16]([O:15][C:13]([C:9]1[C:10]([O:11][CH3:12])=[C:6]2[C:4]([OH:5])=[C:22]([C:23]#[N:24])[CH:21]=[N:18][N:7]2[CH:8]=1)=[O:14])[CH3:17]. The catalyst class is: 11. (7) Reactant: [C:1]([C:3]1[CH:8]=[CH:7][C:6]([C:9]2[N:14]=[C:13]([NH:15][CH3:16])[N:12]=[C:11]([N:17]3[C@H:22]([CH3:23])[CH2:21][O:20][C@H:19]([C:24]([NH:26][C:27]4[CH:32]=[CH:31][CH:30]=[CH:29][CH:28]=4)=[O:25])[CH2:18]3)[CH:10]=2)=[CH:5][C:4]=1F)#[N:2].O.[NH2:35][NH2:36]. Product: [NH2:2][C:1]1[C:3]2[C:4](=[CH:5][C:6]([C:9]3[N:14]=[C:13]([NH:15][CH3:16])[N:12]=[C:11]([N:17]4[C@H:22]([CH3:23])[CH2:21][O:20][C@H:19]([C:24]([NH:26][C:27]5[CH:32]=[CH:31][CH:30]=[CH:29][CH:28]=5)=[O:25])[CH2:18]4)[CH:10]=3)=[CH:7][CH:8]=2)[NH:36][N:35]=1. The catalyst class is: 12.